From a dataset of Forward reaction prediction with 1.9M reactions from USPTO patents (1976-2016). Predict the product of the given reaction. (1) Given the reactants C(N(CC)CC)C.[F:8][C:9]1[C:14]([F:15])=[CH:13][CH:12]=[CH:11][C:10]=1[C@H:16]1[CH2:22][N:21]2[C:23]([CH2:26][C:27]([F:30])([F:29])[F:28])=[CH:24][N:25]=[C:20]2[C@H:19]([NH2:31])[CH2:18][CH2:17]1.Cl[C:33](OC1C=CC([N+]([O-])=O)=CC=1)=[O:34].[NH:45]1[CH2:50][CH2:49][CH:48]([C:51]2[C:52](=[O:57])[NH:53][CH:54]=[CH:55][CH:56]=2)[CH2:47][CH2:46]1.C(=O)([O-])[O-].[Na+].[Na+], predict the reaction product. The product is: [F:8][C:9]1[C:14]([F:15])=[CH:13][CH:12]=[CH:11][C:10]=1[C@H:16]1[CH2:22][N:21]2[C:23]([CH2:26][C:27]([F:30])([F:28])[F:29])=[CH:24][N:25]=[C:20]2[C@H:19]([NH:31][C:33]([N:45]2[CH2:50][CH2:49][CH:48]([C:51]3[C:52](=[O:57])[NH:53][CH:54]=[CH:55][CH:56]=3)[CH2:47][CH2:46]2)=[O:34])[CH2:18][CH2:17]1. (2) The product is: [C:1]([C:5]1[CH:6]=[C:7]2[C:11]([CH:10]=[C:9]([CH3:25])[CH:8]2[Si:39]([Cl:38])([CH3:41])[CH3:40])=[C:12]([C:19]2[CH:20]=[CH:21][CH:22]=[CH:23][CH:24]=2)[C:13]=1[O:14][CH2:15][CH:16]([CH3:18])[CH3:17])([CH3:2])([CH3:3])[CH3:4]. Given the reactants [C:1]([C:5]1[CH:6]=[C:7]2[C:11](=[C:12]([C:19]3[CH:24]=[CH:23][CH:22]=[CH:21][CH:20]=3)[C:13]=1[O:14][CH2:15][CH:16]([CH3:18])[CH3:17])[CH2:10][C:9]([CH3:25])=[CH:8]2)([CH3:4])([CH3:3])[CH3:2].C1(C)C=CC=CC=1.[Li]CCCC.[Cl:38][Si:39](Cl)([CH3:41])[CH3:40], predict the reaction product.